Dataset: Full USPTO retrosynthesis dataset with 1.9M reactions from patents (1976-2016). Task: Predict the reactants needed to synthesize the given product. (1) Given the product [F:33][CH2:32][O:19][C:15]1[CH:14]=[C:13]([C:11]2[N:12]=[C:6]3[CH:5]=[C:4]([N:3]([CH3:20])[CH3:2])[CH:9]=[CH:8][N:7]3[CH:10]=2)[CH:18]=[CH:17][CH:16]=1, predict the reactants needed to synthesize it. The reactants are: Br.[CH3:2][N:3]([CH3:20])[C:4]1[CH:9]=[CH:8][N:7]2[CH:10]=[C:11]([C:13]3[CH:14]=[C:15]([OH:19])[CH:16]=[CH:17][CH:18]=3)[N:12]=[C:6]2[CH:5]=1.CC1C=CC(S(O[CH2:32][F:33])(=O)=O)=CC=1. (2) Given the product [Cl:14][C:10]1[CH:9]=[C:8]([C:6]2[N:5]=[C:4]3[CH2:15][CH2:16][CH2:17][C:3]3=[C:2]([NH:18][C:19]3[CH:20]=[CH:21][C:22]([CH2:23][C:24]([CH3:31])([C:25]([NH2:27])=[O:26])[C:28]([NH2:30])=[O:29])=[CH:32][CH:33]=3)[CH:7]=2)[CH:13]=[CH:12][CH:11]=1, predict the reactants needed to synthesize it. The reactants are: Cl[C:2]1[CH:7]=[C:6]([C:8]2[CH:13]=[CH:12][CH:11]=[C:10]([Cl:14])[CH:9]=2)[N:5]=[C:4]2[CH2:15][CH2:16][CH2:17][C:3]=12.[NH2:18][C:19]1[CH:33]=[CH:32][C:22]([CH2:23][C:24]([CH3:31])([C:28]([NH2:30])=[O:29])[C:25]([NH2:27])=[O:26])=[CH:21][CH:20]=1.Cl.O1CCOCC1. (3) Given the product [CH:38]1([C:37]2[C:18]([N:13]([C:5]3[CH:6]=[C:7]([CH2:8][O:9][CH2:10][O:11][CH3:12])[C:2]([B:42]4[O:46][C:45]([CH3:48])([CH3:47])[C:44]([CH3:50])([CH3:49])[O:43]4)=[C:3]([F:41])[CH:4]=3)[S:14]([CH3:17])(=[O:15])=[O:16])=[CH:19][C:20]3[O:24][C:23]([C:25]4[CH:30]=[CH:29][C:28]([F:31])=[CH:27][CH:26]=4)=[C:22]([C:32]([NH:34][CH3:35])=[O:33])[C:21]=3[CH:36]=2)[CH2:40][CH2:39]1, predict the reactants needed to synthesize it. The reactants are: Br[C:2]1[C:7]([CH2:8][O:9][CH2:10][O:11][CH3:12])=[CH:6][C:5]([N:13]([C:18]2[C:37]([CH:38]3[CH2:40][CH2:39]3)=[CH:36][C:21]3[C:22]([C:32]([NH:34][CH3:35])=[O:33])=[C:23]([C:25]4[CH:30]=[CH:29][C:28]([F:31])=[CH:27][CH:26]=4)[O:24][C:20]=3[CH:19]=2)[S:14]([CH3:17])(=[O:16])=[O:15])=[CH:4][C:3]=1[F:41].[B:42]1([B:42]2[O:46][C:45]([CH3:48])([CH3:47])[C:44]([CH3:50])([CH3:49])[O:43]2)[O:46][C:45]([CH3:48])([CH3:47])[C:44]([CH3:50])([CH3:49])[O:43]1.C([O-])(=O)C.[K+]. (4) Given the product [C:1]([N:9]1[C:14](=[O:15])[C:13]([C:29]2[C:24]([F:23])=[N:25][CH:26]=[CH:27][CH:28]=2)=[CH:12][N:11]([CH2:17][CH2:18][CH2:19][CH2:20][Cl:21])[C:10]1=[O:22])(=[O:8])[C:2]1[CH:7]=[CH:6][CH:5]=[CH:4][CH:3]=1, predict the reactants needed to synthesize it. The reactants are: [C:1]([N:9]1[C:14](=[O:15])[C:13](I)=[CH:12][N:11]([CH2:17][CH2:18][CH2:19][CH2:20][Cl:21])[C:10]1=[O:22])(=[O:8])[C:2]1[CH:7]=[CH:6][CH:5]=[CH:4][CH:3]=1.[F:23][C:24]1[C:29](B(O)O)=[CH:28][CH:27]=[CH:26][N:25]=1.C([O-])([O-])=O.[Na+].[Na+].C1(P(C2CCCCC2)C2C=CC=CC=2C2C=CC=CC=2)CCCCC1. (5) The reactants are: [CH3:1][N:2]([CH3:11])[S:3]([N:6]1[CH:10]=[CH:9][CH:8]=[N:7]1)(=[O:5])=[O:4].[Cl:12]C(Cl)(Cl)C(Cl)(Cl)Cl.C([Li])CCC. Given the product [Cl:12][C:8]1[CH:9]=[CH:10][N:6]([S:3]([N:2]([CH3:11])[CH3:1])(=[O:4])=[O:5])[N:7]=1, predict the reactants needed to synthesize it. (6) Given the product [CH2:14]([N:3]([CH2:1][CH3:2])[C:4](=[O:13])[C:5]1[CH:10]=[CH:9][C:8]([I:11])=[C:7]([O:12][CH2:23][CH2:24][CH3:25])[CH:6]=1)[CH3:15], predict the reactants needed to synthesize it. The reactants are: [CH2:1]([N:3]([CH2:14][CH3:15])[C:4](=[O:13])[C:5]1[CH:10]=[CH:9][C:8]([I:11])=[C:7]([OH:12])[CH:6]=1)[CH3:2].C(=O)([O-])[O-].[K+].[K+].I[CH2:23][CH2:24][CH3:25]. (7) Given the product [Cl:1][C:2]1[CH:11]=[C:10]([C:12]#[C:13][CH:14]2[CH2:16][CH2:15]2)[CH:9]=[CH:8][C:3]=1[C:4]([OH:6])=[O:5], predict the reactants needed to synthesize it. The reactants are: [Cl:1][C:2]1[CH:11]=[C:10]([C:12]#[C:13][CH:14]2[CH2:16][CH2:15]2)[CH:9]=[CH:8][C:3]=1[C:4]([O:6]C)=[O:5].[OH-].[Na+].C1COCC1. (8) Given the product [CH3:18][NH:17][C@H:14]1[CH2:15][CH2:16][N:12]([C:10]2[C:9]3[C:4](=[CH:5][CH:6]=[CH:7][CH:8]=3)[N:3]=[C:2]([NH:27][C:25]3[CH:26]=[C:21]([C:20]([F:19])([F:29])[F:30])[CH:22]=[C:23]([NH2:28])[CH:24]=3)[N:11]=2)[CH2:13]1, predict the reactants needed to synthesize it. The reactants are: Cl[C:2]1[N:11]=[C:10]([N:12]2[CH2:16][CH2:15][C@H:14]([NH:17][CH3:18])[CH2:13]2)[C:9]2[C:4](=[CH:5][CH:6]=[CH:7][CH:8]=2)[N:3]=1.[F:19][C:20]([F:30])([F:29])[C:21]1[CH:22]=[C:23]([NH2:28])[CH:24]=[C:25]([NH2:27])[CH:26]=1.C(=O)([O-])[O-].[Cs+].[Cs+]. (9) Given the product [CH3:12][CH:13]([CH2:17][C:18]([CH3:21])([CH3:20])[CH3:19])[CH2:14]/[CH:15]=[N:11]/[NH:10][C:1](=[O:9])[CH2:2][CH2:3][CH2:4][CH2:5][CH2:6][CH2:7][CH3:8], predict the reactants needed to synthesize it. The reactants are: [C:1]([NH:10][NH2:11])(=[O:9])[CH2:2][CH2:3][CH2:4][CH2:5][CH2:6][CH2:7][CH3:8].[CH3:12][CH:13]([CH2:17][C:18]([CH3:21])([CH3:20])[CH3:19])[CH2:14][CH:15]=O. (10) Given the product [Br:1][C:2]1[CH:3]=[C:4]2[C:5](=[CH:6][CH:7]=1)[CH:8]=[N:14][N:13]=[CH:10]2, predict the reactants needed to synthesize it. The reactants are: [Br:1][C:2]1[CH:3]=[C:4]([CH:10]=O)[C:5]([CH:8]=O)=[CH:6][CH:7]=1.O.[NH2:13][NH2:14].